This data is from Peptide-MHC class I binding affinity with 185,985 pairs from IEDB/IMGT. The task is: Regression. Given a peptide amino acid sequence and an MHC pseudo amino acid sequence, predict their binding affinity value. This is MHC class I binding data. The MHC is HLA-A03:01 with pseudo-sequence HLA-A03:01. The peptide sequence is RPVGISSMV. The binding affinity (normalized) is 0.0847.